This data is from Experimentally validated miRNA-target interactions with 360,000+ pairs, plus equal number of negative samples. The task is: Binary Classification. Given a miRNA mature sequence and a target amino acid sequence, predict their likelihood of interaction. The miRNA is hsa-miR-223-5p with sequence CGUGUAUUUGACAAGCUGAGUU. The protein sequence of the target gene is MDFPGLGALGTSEPLPQFVDSALVSSPSDSTGFFSSGPEGLDAASSSTSPNAATAAASALAYYREAEAYRHSPVFQVYPLLNSMEGIPGGSPYASWAYGKTALYPASTVCPSHEDAPSQALEDQEGKSNNTFLDTLKTERLSPDLLTLGTALPASLPVTGSAYGGADFPSPFFSPTGSPLSSAAYSSPKFHGSLPLAPCEARECVNCGATATPLWRRDRTGHYLCNACGLYHKMNGQNRPLIRPKKRMIVSKRAGTQCTNCQTTTTTLWRRNASGDPVCNACGLYFKLHQVNRPLTMRKD.... Result: 0 (no interaction).